This data is from Forward reaction prediction with 1.9M reactions from USPTO patents (1976-2016). The task is: Predict the product of the given reaction. (1) Given the reactants [OH:1][CH:2]1[CH2:6][CH2:5][N:4]([C:7]([N:9]2[CH2:14][CH:13]([C:15]3[CH:20]=[CH:19][C:18]([O:21][C:22]([F:25])([F:24])[F:23])=[CH:17][CH:16]=3)[CH2:12][CH:11]([C:26](O)=[O:27])[CH2:10]2)=[O:8])[CH2:3]1.O[NH:30][C:31](=[NH:35])[CH:32]([CH3:34])[CH3:33], predict the reaction product. The product is: [OH:1][CH:2]1[CH2:6][CH2:5][N:4]([C:7]([N:9]2[CH2:14][CH:13]([C:15]3[CH:20]=[CH:19][C:18]([O:21][C:22]([F:24])([F:23])[F:25])=[CH:17][CH:16]=3)[CH2:12][CH:11]([C:26]3[O:27][N:35]=[C:31]([CH:32]([CH3:34])[CH3:33])[N:30]=3)[CH2:10]2)=[O:8])[CH2:3]1. (2) The product is: [C:1]([O:5][C:6](=[O:20])[NH:7][CH2:8][CH2:9][C:10]1[C:14]2[CH:15]=[C:16]([I:21])[CH:17]=[CH:18][C:13]=2[O:12][CH:11]=1)([CH3:4])([CH3:3])[CH3:2]. Given the reactants [C:1]([O:5][C:6](=[O:20])[NH:7][CH2:8][CH2:9][C:10]1[C:14]2[CH:15]=[CH:16][C:17](I)=[CH:18][C:13]=2[O:12][CH:11]=1)([CH3:4])([CH3:3])[CH3:2].[I:21]C1C=CC2OC=C(CCN)C=2C=1, predict the reaction product.